Dataset: Peptide-MHC class I binding affinity with 185,985 pairs from IEDB/IMGT. Task: Regression. Given a peptide amino acid sequence and an MHC pseudo amino acid sequence, predict their binding affinity value. This is MHC class I binding data. (1) The peptide sequence is RILGAGCFV. The MHC is HLA-A02:03 with pseudo-sequence HLA-A02:03. The binding affinity (normalized) is 0.633. (2) The peptide sequence is TPSVKVCIV. The MHC is HLA-B18:01 with pseudo-sequence HLA-B18:01. The binding affinity (normalized) is 0.0847. (3) The peptide sequence is VSQVQRLL. The MHC is H-2-Kb with pseudo-sequence H-2-Kb. The binding affinity (normalized) is 0.266. (4) The peptide sequence is LAMDEFIQR. The MHC is HLA-A03:01 with pseudo-sequence HLA-A03:01. The binding affinity (normalized) is 0.